Dataset: Catalyst prediction with 721,799 reactions and 888 catalyst types from USPTO. Task: Predict which catalyst facilitates the given reaction. Reactant: C[O:2][C:3]([C:5]1[N:6]([CH3:41])[C:7]([S:10]([N:13]2[CH2:18][CH2:17][C:16]([CH2:35][CH2:36][O:37]C(=O)C)([S:19][C:20]3[CH:25]=[C:24]([C:26]([CH3:29])([CH3:28])[CH3:27])[C:23]([OH:30])=[C:22]([C:31]([CH3:34])([CH3:33])[CH3:32])[CH:21]=3)[CH2:15][CH2:14]2)(=[O:12])=[O:11])=[CH:8][CH:9]=1)=O.[H-].[H-].[H-].[H-].[Li+].[Al+3]. Product: [C:26]([C:24]1[CH:25]=[C:20]([S:19][C:16]2([CH2:35][CH2:36][OH:37])[CH2:17][CH2:18][N:13]([S:10]([C:7]3[N:6]([CH3:41])[C:5]([CH2:3][OH:2])=[CH:9][CH:8]=3)(=[O:12])=[O:11])[CH2:14][CH2:15]2)[CH:21]=[C:22]([C:31]([CH3:34])([CH3:33])[CH3:32])[C:23]=1[OH:30])([CH3:29])([CH3:28])[CH3:27]. The catalyst class is: 1.